Dataset: Peptide-MHC class II binding affinity with 134,281 pairs from IEDB. Task: Regression. Given a peptide amino acid sequence and an MHC pseudo amino acid sequence, predict their binding affinity value. This is MHC class II binding data. The peptide sequence is VTVNPFVSVATANAKVLI. The MHC is DRB1_0405 with pseudo-sequence DRB1_0405. The binding affinity (normalized) is 0.356.